This data is from Forward reaction prediction with 1.9M reactions from USPTO patents (1976-2016). The task is: Predict the product of the given reaction. Given the reactants [C:1]([O:5][C:6](=[O:19])[NH:7][C:8]1[CH:13]=[C:12]([O:14][CH2:15][CH3:16])[C:11]([Cl:17])=[CH:10][C:9]=1[NH2:18])([CH3:4])([CH3:3])[CH3:2].C([O:24][C:25](=O)[CH2:26][C:27](=[O:40])[C:28]1[CH:33]=[CH:32][CH:31]=[C:30]([C:34]2[CH:35]=[N:36][CH:37]=[CH:38][CH:39]=2)[CH:29]=1)(C)(C)C, predict the reaction product. The product is: [C:1]([O:5][C:6](=[O:19])[NH:7][C:8]1[CH:13]=[C:12]([O:14][CH2:15][CH3:16])[C:11]([Cl:17])=[CH:10][C:9]=1[NH:18][C:25](=[O:24])[CH2:26][C:27](=[O:40])[C:28]1[CH:33]=[CH:32][CH:31]=[C:30]([C:34]2[CH:35]=[N:36][CH:37]=[CH:38][CH:39]=2)[CH:29]=1)([CH3:2])([CH3:3])[CH3:4].